Dataset: NCI-60 drug combinations with 297,098 pairs across 59 cell lines. Task: Regression. Given two drug SMILES strings and cell line genomic features, predict the synergy score measuring deviation from expected non-interaction effect. (1) Drug 1: CC1=C(C(=O)C2=C(C1=O)N3CC4C(C3(C2COC(=O)N)OC)N4)N. Drug 2: COC1=C2C(=CC3=C1OC=C3)C=CC(=O)O2. Cell line: SW-620. Synergy scores: CSS=20.6, Synergy_ZIP=-1.10, Synergy_Bliss=-2.87, Synergy_Loewe=-24.9, Synergy_HSA=-4.00. (2) Drug 1: CC1=C2C(C(=O)C3(C(CC4C(C3C(C(C2(C)C)(CC1OC(=O)C(C(C5=CC=CC=C5)NC(=O)C6=CC=CC=C6)O)O)OC(=O)C7=CC=CC=C7)(CO4)OC(=O)C)O)C)OC(=O)C. Drug 2: CCC1(CC2CC(C3=C(CCN(C2)C1)C4=CC=CC=C4N3)(C5=C(C=C6C(=C5)C78CCN9C7C(C=CC9)(C(C(C8N6C)(C(=O)OC)O)OC(=O)C)CC)OC)C(=O)OC)O.OS(=O)(=O)O. Cell line: M14. Synergy scores: CSS=5.07, Synergy_ZIP=1.91, Synergy_Bliss=6.66, Synergy_Loewe=-0.778, Synergy_HSA=2.34.